The task is: Predict the reaction yield, written as a fraction of the theoretical maximum amount of product (1.0 means a 100% yield; for example, 0.34 means a 34% yield).. This data is from Reaction yield outcomes from USPTO patents with 853,638 reactions. (1) The reactants are [NH2:1][C:2]1[C:11]2[C:6](=[CH:7][CH:8]=[C:9]([C:12]([NH:14][C:15]3[CH:20]=[CH:19][C:18]([CH2:21][NH2:22])=[CH:17][CH:16]=3)=[O:13])[CH:10]=2)[N:5]=[C:4]([CH3:23])[CH:3]=1.[Cl:24][C:25]1[CH:30]=[C:29]([C:31](O)=[O:32])[CH:28]=[CH:27][N:26]=1.C(N(CC)CC)C.C1CN([P+](Br)(N2CCCC2)N2CCCC2)CC1.F[P-](F)(F)(F)(F)F. The catalyst is ClCCl. The product is [NH2:1][C:2]1[C:11]2[C:6](=[CH:7][CH:8]=[C:9]([C:12]([NH:14][C:15]3[CH:20]=[CH:19][C:18]([CH2:21][NH:22][C:31]([C:29]4[CH:28]=[CH:27][N:26]=[C:25]([Cl:24])[CH:30]=4)=[O:32])=[CH:17][CH:16]=3)=[O:13])[CH:10]=2)[N:5]=[C:4]([CH3:23])[CH:3]=1. The yield is 0.740. (2) The yield is 0.991. The reactants are [Br:1][C:2]1[CH:3]=[C:4]([N+:13]([O-])=O)[C:5]([CH3:12])=[C:6]([CH:11]=1)[C:7]([O:9][CH3:10])=[O:8].[NH4+].[Cl-]. The product is [NH2:13][C:4]1[C:5]([CH3:12])=[C:6]([CH:11]=[C:2]([Br:1])[CH:3]=1)[C:7]([O:9][CH3:10])=[O:8]. The catalyst is C(O)C.[Fe]. (3) The reactants are [CH3:1][O:2][C:3]1[CH:4]=[C:5]([NH:9][S:10]([C:13]2[CH:14]=[C:15]([CH:19]=[CH:20][C:21]([OH:23])=O)[CH:16]=[CH:17][CH:18]=2)(=[O:12])=[O:11])[CH:6]=[CH:7][CH:8]=1.[Cl:24]CCl. The catalyst is CN(C)C=O. The product is [CH3:1][O:2][C:3]1[CH:4]=[C:5]([NH:9][S:10]([C:13]2[CH:14]=[C:15]([CH:19]=[CH:20][C:21]([Cl:24])=[O:23])[CH:16]=[CH:17][CH:18]=2)(=[O:12])=[O:11])[CH:6]=[CH:7][CH:8]=1. The yield is 1.00. (4) The reactants are C(S[C:4]1[N:9]([CH2:10][C:11]2[CH:16]=[CH:15][C:14]([CH3:17])=[CH:13][CH:12]=2)[C:8](=[O:18])[N:7]([CH2:19][CH2:20][C:21]([O:23][CH2:24][CH3:25])=[O:22])[C:6](=[O:26])[N:5]=1)C.[Cl:27][C:28]1[CH:29]=[C:30]([CH:32]=[CH:33][C:34]=1[O:35][CH:36]([CH3:38])[CH3:37])[NH2:31].C(O)(=O)C.C(=O)(O)[O-].[Na+]. The catalyst is C(O)(C)(C)C. The product is [Cl:27][C:28]1[CH:29]=[C:30]([N:31]=[C:4]2[N:9]([CH2:10][C:11]3[CH:12]=[CH:13][C:14]([CH3:17])=[CH:15][CH:16]=3)[C:8](=[O:18])[N:7]([CH2:19][CH2:20][C:21]([O:23][CH2:24][CH3:25])=[O:22])[C:6](=[O:26])[NH:5]2)[CH:32]=[CH:33][C:34]=1[O:35][CH:36]([CH3:38])[CH3:37]. The yield is 0.740. (5) The reactants are [Br:1][C:2]1[CH:7]=[CH:6][C:5]([CH3:8])=[CH:4][C:3]=1[F:9].C1C(=O)N([Br:17])C(=O)C1.CC(N=NC(C#N)(C)C)(C#N)C. The catalyst is FC(C1C=CC=CC=1)(F)F. The product is [Br:1][C:2]1[CH:7]=[CH:6][C:5]([CH2:8][Br:17])=[CH:4][C:3]=1[F:9]. The yield is 0.770.